From a dataset of Catalyst prediction with 721,799 reactions and 888 catalyst types from USPTO. Predict which catalyst facilitates the given reaction. (1) Reactant: [CH3:1][C:2]1[CH:3]=[C:4]([CH:20]=[CH:21][C:22]=1[CH3:23])[C:5]([C:7]1[C:16](=[O:17])[C:15]2[C:10](=[N:11][C:12]([CH3:19])=[C:13]([CH3:18])[CH:14]=2)[NH:9][CH:8]=1)=[O:6].[H-].[Na+].[Br:26][C:27]1[CH:32]=[CH:31][CH:30]=[C:29]([CH2:33]Br)[N:28]=1. Product: [Br:26][C:27]1[N:28]=[C:29]([CH2:33][N:9]2[C:10]3[C:15](=[CH:14][C:13]([CH3:18])=[C:12]([CH3:19])[N:11]=3)[C:16](=[O:17])[C:7]([C:5](=[O:6])[C:4]3[CH:20]=[CH:21][C:22]([CH3:23])=[C:2]([CH3:1])[CH:3]=3)=[CH:8]2)[CH:30]=[CH:31][CH:32]=1. The catalyst class is: 9. (2) Reactant: [F:1][C:2]1[CH:7]=[C:6]([CH:8]([NH:21][CH:22]2[CH2:26][CH2:25][CH2:24][CH2:23]2)[CH:9]([C:11]2[CH:16]=[CH:15][CH:14]=[C:13]([C:17]([F:20])([F:19])[F:18])[CH:12]=2)[OH:10])[CH:5]=[CH:4][N:3]=1.C(NC(C)C)(C)C.[C:34](Cl)(=[O:36])[CH3:35].C(O)(=O)CC(CC(O)=O)(C(O)=O)O. Product: [F:1][C:2]1[CH:7]=[C:6]([CH:8]([N:21]([CH:22]2[CH2:26][CH2:25][CH2:24][CH2:23]2)[C:34](=[O:36])[CH3:35])[CH:9]([C:11]2[CH:16]=[CH:15][CH:14]=[C:13]([C:17]([F:19])([F:20])[F:18])[CH:12]=2)[OH:10])[CH:5]=[CH:4][N:3]=1. The catalyst class is: 124. (3) Reactant: [OH:1][C:2]1[CH:11]=[CH:10][CH:9]=[C:8]([CH3:12])[C:3]=1[C:4]([O:6][CH3:7])=[O:5].[Si:13](Cl)([C:16]([CH3:19])([CH3:18])[CH3:17])([CH3:15])[CH3:14].C(N(CC)C(C)C)(C)C. Product: [Si:13]([O:1][C:2]1[CH:11]=[CH:10][CH:9]=[C:8]([CH3:12])[C:3]=1[C:4]([O:6][CH3:7])=[O:5])([C:16]([CH3:19])([CH3:18])[CH3:17])([CH3:15])[CH3:14]. The catalyst class is: 79. (4) Reactant: CN.[CH2:3]([N:5](CC)CC)C.[S:10](F)(=[O:19])([C:12]1[CH:17]=[CH:16][C:15]([NH2:18])=[CH:14][CH:13]=1)=[O:11]. Product: [CH3:3][NH:5][S:10]([C:12]1[CH:17]=[CH:16][C:15]([NH2:18])=[CH:14][CH:13]=1)(=[O:19])=[O:11]. The catalyst class is: 8. (5) Reactant: [OH:1][C:2]1[CH:10]=[CH:9][C:8]2[N:7]3[CH2:11][CH2:12][CH:13]([CH2:14][C:15]([O:17][C:18]([CH3:21])([CH3:20])[CH3:19])=[O:16])[C:6]3=[CH:5][C:4]=2[CH:3]=1.O[CH2:23][C:24]1[CH:25]=[C:26]([CH:29]=[C:30]([O:32][C:33]([F:36])([F:35])[F:34])[CH:31]=1)[C:27]#[N:28].C1(P(C2C=CC=CC=2)C2C=CC=CC=2)C=CC=CC=1.N(C(OC(C)C)=O)=NC(OC(C)C)=O. Product: [C:27]([C:26]1[CH:25]=[C:24]([CH:31]=[C:30]([O:32][C:33]([F:34])([F:36])[F:35])[CH:29]=1)[CH2:23][O:1][C:2]1[CH:10]=[CH:9][C:8]2[N:7]3[CH2:11][CH2:12][CH:13]([CH2:14][C:15]([O:17][C:18]([CH3:21])([CH3:20])[CH3:19])=[O:16])[C:6]3=[CH:5][C:4]=2[CH:3]=1)#[N:28]. The catalyst class is: 1. (6) Reactant: [CH3:1][NH:2][CH:3]([CH3:5])[CH3:4].C(NC(C)C)(C)C.CN(C)C=O.[Br:18][C:19]1[CH:35]=[CH:34][C:22]2[C:23]3[N:24]=[C:25]([C:31](Cl)=[O:32])[S:26][C:27]=3[CH2:28][CH2:29][O:30][C:21]=2[CH:20]=1. Product: [CH:3]([N:2]([CH3:1])[C:31]([C:25]1[S:26][C:27]2[CH2:28][CH2:29][O:30][C:21]3[CH:20]=[C:19]([Br:18])[CH:35]=[CH:34][C:22]=3[C:23]=2[N:24]=1)=[O:32])([CH3:5])[CH3:4]. The catalyst class is: 13. (7) Reactant: Cl[C:2]1[N:3]=[C:4]([N:29]2[CH2:34][CH2:33][O:32][CH2:31][CH2:30]2)[C:5]2[S:10][C:9]([C:11]3[CH:12]=[C:13]([NH:17][C:18]([CH2:20][NH:21][C:22](=[O:28])[O:23][C:24]([CH3:27])([CH3:26])[CH3:25])=[O:19])[CH:14]=[CH:15][CH:16]=3)=[CH:8][C:6]=2[N:7]=1.[NH2:35][C:36]1[CH:41]=[CH:40][C:39](B2OC(C)(C)C(C)(C)O2)=[CH:38][N:37]=1. Product: [NH2:35][C:36]1[CH:41]=[CH:40][C:39]([C:2]2[N:3]=[C:4]([N:29]3[CH2:34][CH2:33][O:32][CH2:31][CH2:30]3)[C:5]3[S:10][C:9]([C:11]4[CH:12]=[C:13]([NH:17][C:18]([CH2:20][NH:21][C:22](=[O:28])[O:23][C:24]([CH3:27])([CH3:26])[CH3:25])=[O:19])[CH:14]=[CH:15][CH:16]=4)=[CH:8][C:6]=3[N:7]=2)=[CH:38][N:37]=1. The catalyst class is: 6. (8) Reactant: [N+:1]([C:4]1[CH:10]=[C:9](Cl)[CH:8]=[CH:7][C:5]=1N)([O-:3])=[O:2].[C:12]1([SH:18])[CH:17]=[CH:16][CH:15]=[CH:14][CH:13]=1.[Na].C[N:21](C=O)C. Product: [N+:1]([C:4]1[CH:10]=[C:9]([NH2:21])[CH:8]=[CH:7][C:5]=1[S:18][C:12]1[CH:17]=[CH:16][CH:15]=[CH:14][CH:13]=1)([O-:3])=[O:2]. The catalyst class is: 13. (9) Reactant: [P:1]([Cl:15])(Cl)([O:3][C:4]1[C:13]2[C:8](=[CH:9][CH:10]=[CH:11][CH:12]=2)[CH:7]=[CH:6][CH:5]=1)=[O:2].[Cl-].[CH2:17]([O:21][C:22](=[O:26])[C@@H:23]([NH3+:25])[CH3:24])[CH2:18][CH2:19][CH3:20].CCN(CC)CC. Product: [Cl:15][P:1]([NH:25][C@H:23]([C:22]([O:21][CH2:17][CH2:18][CH2:19][CH3:20])=[O:26])[CH3:24])([O:3][C:4]1[C:13]2[C:8](=[CH:9][CH:10]=[CH:11][CH:12]=2)[CH:7]=[CH:6][CH:5]=1)=[O:2]. The catalyst class is: 2.